This data is from Forward reaction prediction with 1.9M reactions from USPTO patents (1976-2016). The task is: Predict the product of the given reaction. Given the reactants [CH2:1]([NH:8][C:9]1[CH:10]=[C:11]([CH:24]=[CH:25][CH:26]=1)[C:12]([C:14]1[CH:22]=[C:21]2[C:17]([CH2:18][C:19](=[O:23])[NH:20]2)=[CH:16][CH:15]=1)=[O:13])[C:2]1[CH:7]=[CH:6][CH:5]=[CH:4][CH:3]=1.[CH:27](OCC)=[O:28].[O-]CC.[Na+].Cl, predict the reaction product. The product is: [CH2:1]([NH:8][C:9]1[CH:10]=[C:11]([CH:24]=[CH:25][CH:26]=1)[C:12]([C:14]1[CH:22]=[C:21]2[C:17](/[C:18](=[CH:27]/[OH:28])/[C:19](=[O:23])[NH:20]2)=[CH:16][CH:15]=1)=[O:13])[C:2]1[CH:3]=[CH:4][CH:5]=[CH:6][CH:7]=1.